This data is from Forward reaction prediction with 1.9M reactions from USPTO patents (1976-2016). The task is: Predict the product of the given reaction. (1) Given the reactants C([O:3][C:4]([C:6]1[S:14][C:13]2[CH2:12][CH2:11][N:10]([C:15](OCC)=O)[CH2:9][C:8]=2[CH:7]=1)=O)C.[H-].[H-].[H-].[H-].[Li+].[Al+3], predict the reaction product. The product is: [CH3:15][N:10]1[CH2:11][CH2:12][C:13]2[S:14][C:6]([CH2:4][OH:3])=[CH:7][C:8]=2[CH2:9]1. (2) Given the reactants [C:1]([O:4][C@@H:5]1[C@H:9]([O:10][C:11](=[O:13])[CH3:12])[C@@H:8]([CH2:14][O:15][C:16](=[O:18])[CH3:17])[O:7][C@H:6]1[N:19]1[C:29]2[N:28]=[C:26]([NH2:27])[NH:25][C:23](=[O:24])[C:22]=2[N:21]=[CH:20]1)(=[O:3])[CH3:2].S(=O)(=O)(O)O.[F:35][C:36](I)([F:38])[F:37].OO, predict the reaction product. The product is: [F:35][C:36]([F:38])([F:37])[C:20]1[N:19]([C:29]2[N:28]=[C:26]([NH2:27])[NH:25][C:23](=[O:24])[C:22]=2[N:21]=1)[C@@H:6]1[O:7][C@H:8]([CH2:14][O:15][C:16](=[O:18])[CH3:17])[C@@H:9]([O:10][C:11](=[O:13])[CH3:12])[C@H:5]1[O:4][C:1](=[O:3])[CH3:2]. (3) Given the reactants [C:1]1([C:7]2[N:12]=[CH:11][C:10]([CH:13](O)[CH2:14][CH3:15])=[CH:9][CH:8]=2)[CH:6]=[CH:5][CH:4]=[CH:3][CH:2]=1.[CH:17]1[N:21]=[CH:20][N:19](C([N:19]2[CH:20]=[N:21][CH:17]=[CH:18]2)=O)[CH:18]=1, predict the reaction product. The product is: [N:19]1([CH:13]([C:10]2[CH:9]=[CH:8][C:7]([C:1]3[CH:6]=[CH:5][CH:4]=[CH:3][CH:2]=3)=[N:12][CH:11]=2)[CH2:14][CH3:15])[CH:18]=[CH:17][N:21]=[CH:20]1. (4) Given the reactants [C:1]1([C:7]2[N:11]=[C:10]([N:12]3[CH2:17][CH2:16][NH:15][CH2:14][CH2:13]3)[S:9][N:8]=2)[CH:6]=[CH:5][CH:4]=[CH:3][CH:2]=1.C(N(CC)CC)C.[S:25]1[CH:29]=[CH:28][CH:27]=[C:26]1[N:30]=[C:31]=[O:32], predict the reaction product. The product is: [C:1]1([C:7]2[N:11]=[C:10]([N:12]3[CH2:17][CH2:16][N:15]([C:31]([NH:30][C:26]4[S:25][CH:29]=[CH:28][CH:27]=4)=[O:32])[CH2:14][CH2:13]3)[S:9][N:8]=2)[CH:2]=[CH:3][CH:4]=[CH:5][CH:6]=1. (5) Given the reactants Br[C:2]1[CH:3]=[C:4]([NH:10][CH2:11][C@@H:12]([NH:16][C:17](=[O:23])[O:18][C:19]([CH3:22])([CH3:21])[CH3:20])[CH2:13][O:14][CH3:15])[CH:5]=[CH:6][C:7]=1[C:8]#[N:9].Cl.[NH2:25][C:26]1[S:30][N:29]=[C:28]([CH3:31])[CH:27]=1.C1C=CC(P(C2C(C3C(P(C4C=CC=CC=4)C4C=CC=CC=4)=CC=C4C=3C=CC=C4)=C3C(C=CC=C3)=CC=2)C2C=CC=CC=2)=CC=1.C([O-])([O-])=O.[K+].[K+], predict the reaction product. The product is: [C:8]([C:7]1[CH:6]=[CH:5][C:4]([NH:10][CH2:11][C@@H:12]([NH:16][C:17](=[O:23])[O:18][C:19]([CH3:22])([CH3:21])[CH3:20])[CH2:13][O:14][CH3:15])=[CH:3][C:2]=1[NH:25][C:26]1[S:30][N:29]=[C:28]([CH3:31])[CH:27]=1)#[N:9]. (6) The product is: [CH3:19][CH2:20][C@H:21]1[O:36][C:34](=[O:35])[C@H:33]([CH3:37])[C@@H:32]([O:38][C@@H:39]2[O:44][C@@H:43]([CH3:45])[C@H:42]([OH:46])[C@@:41]([O:48][CH3:49])([CH3:47])[CH2:40]2)[C@H:31]([CH3:50])[C@@H:30]([O:51][C@@H:52]2[O:57][C@H:56]([CH3:58])[CH2:55][C@H:54]([N:59]([CH3:60])[CH3:61])[C@H:53]2[OH:62])[C@@:29]([OH:64])([CH3:63])[CH2:28][C@@H:27]([CH3:65])[C:25](=[O:26])[C@H:24]([CH3:66])[C@@H:23]([OH:67])[C@@:22]1([OH:69])[CH3:68].[C:10]([SH:9])#[N:11]. Given the reactants CC(C)=O.C(O)(=O)C.[S-:9][C:10]#[N:11].[Na+].C(=O)([O-])[O-].[Na+].[Na+].[CH3:19][CH2:20][C@H:21]1[O:36][C:34](=[O:35])[C@H:33]([CH3:37])[C@@H:32]([O:38][C@@H:39]2[O:44][C@@H:43]([CH3:45])[C@H:42]([OH:46])[C@@:41]([O:48][CH3:49])([CH3:47])[CH2:40]2)[C@H:31]([CH3:50])[C@@H:30]([O:51][C@@H:52]2[O:57][C@H:56]([CH3:58])[CH2:55][C@H:54]([N:59]([CH3:61])[CH3:60])[C@H:53]2[OH:62])[C@@:29]([OH:64])([CH3:63])[CH2:28][C@@H:27]([CH3:65])[C:25](=[O:26])[C@H:24]([CH3:66])[C@@H:23]([OH:67])[C@@:22]1([OH:69])[CH3:68], predict the reaction product.